This data is from Full USPTO retrosynthesis dataset with 1.9M reactions from patents (1976-2016). The task is: Predict the reactants needed to synthesize the given product. (1) Given the product [Br:11][C:9]1[CH:10]=[C:5]([C:3]([OH:4])=[O:2])[C:6](=[O:13])[N:7]([CH3:12])[CH:8]=1, predict the reactants needed to synthesize it. The reactants are: C[O:2][C:3]([C:5]1[C:6](=[O:13])[N:7]([CH3:12])[CH:8]=[C:9]([Br:11])[CH:10]=1)=[O:4].[OH-].[Na+].Cl. (2) Given the product [NH2:19][C:18]1[N:17]=[CH:16][C:15]2[C:20]([C:23]3[CH2:24][CH2:25][N:26]([C:41]([C@:37]4([CH3:44])[CH2:38][CH2:39][CH2:40][NH:36]4)=[O:42])[CH2:27][CH:28]=3)=[CH:21][O:22][C:14]=2[C:13]=1[O:12][C@@H:10]([C:3]1[C:4]([Cl:9])=[CH:5][CH:6]=[C:7]([F:8])[C:2]=1[Cl:1])[CH3:11], predict the reactants needed to synthesize it. The reactants are: [Cl:1][C:2]1[C:7]([F:8])=[CH:6][CH:5]=[C:4]([Cl:9])[C:3]=1[C@H:10]([O:12][C:13]1[C:14]2[O:22][CH:21]=[C:20]([C:23]3[CH2:24][CH2:25][NH:26][CH2:27][CH:28]=3)[C:15]=2[CH:16]=[N:17][C:18]=1[NH2:19])[CH3:11].C(OC([N:36]1[CH2:40][CH2:39][CH2:38][C@@:37]1([CH3:44])[C:41](O)=[O:42])=O)(C)(C)C.CN(C(ON1N=NC2C=CC=CC1=2)=[N+](C)C)C.[B-](F)(F)(F)F.CCN(C(C)C)C(C)C.Cl. (3) Given the product [F:25][C:22]([F:23])([F:24])[C:21]([C:27]1[N:32]=[C:31](/[CH:33]=[C:8]2/[C:9](=[O:12])[C:10]3[C:6]([CH2:7]/2)=[CH:5][C:4]([N:13]2[CH2:14][CH2:15][O:16][CH2:17][CH2:18]2)=[C:3]([O:2][CH3:1])[CH:11]=3)[CH:30]=[CH:29][CH:28]=1)([OH:26])[C:20]([F:36])([F:35])[F:19], predict the reactants needed to synthesize it. The reactants are: [CH3:1][O:2][C:3]1[CH:11]=[C:10]2[C:6]([CH2:7][CH2:8][C:9]2=[O:12])=[CH:5][C:4]=1[N:13]1[CH2:18][CH2:17][O:16][CH2:15][CH2:14]1.[F:19][C:20]([F:36])([F:35])[C:21]([C:27]1[N:32]=[C:31]([CH:33]=O)[CH:30]=[CH:29][CH:28]=1)([OH:26])[C:22]([F:25])([F:24])[F:23].[OH-].[Na+]. (4) The reactants are: [F:1][CH:2]([F:5])[CH2:3][NH2:4].Br[CH2:7][C:8]([O:10][CH2:11][CH3:12])=[O:9].[I-].[K+].C(N(C(C)C)CC)(C)C. Given the product [F:1][CH:2]([F:5])[CH2:3][NH:4][CH2:7][C:8]([O:10][CH2:11][CH3:12])=[O:9], predict the reactants needed to synthesize it.